This data is from Reaction yield outcomes from USPTO patents with 853,638 reactions. The task is: Predict the reaction yield, written as a fraction of the theoretical maximum amount of product (1.0 means a 100% yield; for example, 0.34 means a 34% yield). (1) No catalyst specified. The reactants are Cl[C:2]1[N:7]=[C:6]([CH:8]([CH:11]2[N:15]([CH2:16][CH3:17])[C:14]3[CH:18]=[CH:19][CH:20]=[CH:21][C:13]=3[N:12]2[CH2:22][CH3:23])[C:9]#[N:10])[C:5]([CH3:24])=[CH:4][N:3]=1.[CH:25]1([NH2:30])[CH2:29][CH2:28][CH2:27][CH2:26]1. The product is [CH:25]1([NH:30][C:2]2[N:7]=[C:6]([C:8](=[C:11]3[N:15]([CH2:16][CH3:17])[C:14]4[CH:18]=[CH:19][CH:20]=[CH:21][C:13]=4[N:12]3[CH2:22][CH3:23])[C:9]#[N:10])[C:5]([CH3:24])=[CH:4][N:3]=2)[CH2:29][CH2:28][CH2:27][CH2:26]1. The yield is 0.800. (2) The reactants are [CH2:1]([O:8][C:9]1[CH:10]=[C:11]([CH:14]=[C:15]([N+:18]([O-])=O)[C:16]=1[CH3:17])[C:12]#[N:13])[C:2]1[CH:7]=[CH:6][CH:5]=[CH:4][CH:3]=1.C(O)(=O)C. The catalyst is CCO.[Fe]. The product is [NH2:18][C:15]1[CH:14]=[C:11]([CH:10]=[C:9]([O:8][CH2:1][C:2]2[CH:7]=[CH:6][CH:5]=[CH:4][CH:3]=2)[C:16]=1[CH3:17])[C:12]#[N:13]. The yield is 0.960. (3) The reactants are [CH2:1]([C:4]1[N:5]=[C:6]([C@@H:26]2[C@H:30]([CH2:31][CH3:32])[CH2:29][C@H:28]([NH:33][S:34]([CH:37]3[CH2:39][CH2:38]3)(=[O:36])=[O:35])[CH2:27]2)[N:7]2[C:12]3[CH:13]=[CH:14][N:15](S(C4C=CC(C)=CC=4)(=O)=O)[C:11]=3[N:10]=[CH:9][C:8]=12)[CH:2]=[CH2:3].CSC.[OH:43]O.[OH-].[Na+]. The catalyst is C1COCC1.O.CCOC(C)=O. The product is [CH2:31]([C@H:30]1[C@@H:26]([C:6]2[N:7]3[C:12]4[CH:13]=[CH:14][NH:15][C:11]=4[N:10]=[CH:9][C:8]3=[C:4]([CH2:1][CH2:2][CH2:3][OH:43])[N:5]=2)[CH2:27][C@@H:28]([NH:33][S:34]([CH:37]2[CH2:39][CH2:38]2)(=[O:35])=[O:36])[CH2:29]1)[CH3:32]. The yield is 0.370. (4) The reactants are [SH:1][C:2]1[S:3][C:4]2[CH2:14][CH2:13][C:12]3[C:7](=[CH:8][CH:9]=[CH:10][C:11]=3[O:15][CH2:16][C:17]([O:19][CH2:20][CH3:21])=[O:18])[C:5]=2[N:6]=1.[C:22]1([CH:28]([C:31]2[CH:36]=[CH:35][CH:34]=[CH:33][CH:32]=2)[CH2:29]I)[CH:27]=[CH:26][CH:25]=[CH:24][CH:23]=1. No catalyst specified. The product is [C:22]1([CH:28]([C:31]2[CH:32]=[CH:33][CH:34]=[CH:35][CH:36]=2)[CH2:29][S:1][C:2]2[S:3][C:4]3[CH2:14][CH2:13][C:12]4[C:7](=[CH:8][CH:9]=[CH:10][C:11]=4[O:15][CH2:16][C:17]([O:19][CH2:20][CH3:21])=[O:18])[C:5]=3[N:6]=2)[CH:27]=[CH:26][CH:25]=[CH:24][CH:23]=1. The yield is 0.680. (5) The product is [CH2:31]([O:33][C:34]1[CH:35]=[C:36]([C:37]2[N:39]=[C:1]([C:2]3[CH:3]=[CH:4][N:5]=[CH:6][CH:7]=3)[O:9][N:38]=2)[CH:41]=[CH:42][C:43]=1[O:44][CH2:45][CH3:46])[CH3:32]. The catalyst is CN(C=O)C. The yield is 0.260. The reactants are [C:1]([OH:9])(=O)[C:2]1[CH:7]=[CH:6][N:5]=[CH:4][CH:3]=1.C1C=CC2N(O)N=NC=2C=1.CCN=C=NCCCN(C)C.[CH2:31]([O:33][C:34]1[CH:35]=[C:36]([CH:41]=[CH:42][C:43]=1[O:44][CH2:45][CH3:46])/[C:37](=[N:39]/O)/[NH2:38])[CH3:32].C([O-])(O)=O.[Na+]. (6) The reactants are Cl.[OH:2][CH2:3][C:4]1[CH:9]=[C:8]([C:10]([F:13])([F:12])[F:11])[N:7]=[C:6]([NH:14][CH:15]2[CH2:20][CH2:19][N:18](C(OC(C)(C)C)=O)[CH2:17][CH2:16]2)[CH:5]=1.[OH-].[Na+]. The catalyst is O1CCOCC1. The product is [NH:18]1[CH2:19][CH2:20][CH:15]([NH:14][C:6]2[CH:5]=[C:4]([CH2:3][OH:2])[CH:9]=[C:8]([C:10]([F:12])([F:11])[F:13])[N:7]=2)[CH2:16][CH2:17]1. The yield is 0.830. (7) The reactants are [C:1](Cl)(=[O:3])[CH3:2].[OH:5][C:6]1[CH:15]=[C:14]2[C:9]([N:10]=[CH:11][C:12]([O:16][CH2:17][CH2:18][N:19]3[CH2:24][CH2:23][CH:22]([NH:25][C:26]([C:28]4[CH:29]=[CH:30][C:31]5[S:36][CH2:35][C:34](=[O:37])[NH:33][C:32]=5[CH:38]=4)=[O:27])[CH2:21][CH2:20]3)=[N:13]2)=[CH:8][CH:7]=1.C(N(CC)CC)C. The catalyst is CN(C)C=O. The product is [O:37]=[C:34]1[NH:33][C:32]2[CH:38]=[C:28]([C:26]([NH:25][CH:22]3[CH2:23][CH2:24][N:19]([CH2:18][CH2:17][O:16][C:12]4[CH:11]=[N:10][C:9]5[C:14]([N:13]=4)=[CH:15][C:6]([O:5][C:1](=[O:3])[CH3:2])=[CH:7][CH:8]=5)[CH2:20][CH2:21]3)=[O:27])[CH:29]=[CH:30][C:31]=2[S:36][CH2:35]1. The yield is 0.410. (8) The reactants are [Cl-].O[NH3+:3].[C:4](=[O:7])([O-])[OH:5].[Na+].CS(C)=O.[CH2:13]([C:17]1[N:18]=[C:19]([CH3:47])[N:20]([C:39]2[CH:44]=[CH:43][CH:42]=[C:41]([O:45][CH3:46])[CH:40]=2)[C:21](=[O:38])[C:22]=1[CH2:23][C:24]1[CH:29]=[CH:28][C:27]([C:30]2[C:31]([C:36]#[N:37])=[CH:32][CH:33]=[CH:34][CH:35]=2)=[CH:26][CH:25]=1)[CH2:14][CH2:15][CH3:16]. The catalyst is O.C(OCC)(=O)C. The product is [CH2:13]([C:17]1[N:18]=[C:19]([CH3:47])[N:20]([C:39]2[CH:44]=[CH:43][CH:42]=[C:41]([O:45][CH3:46])[CH:40]=2)[C:21](=[O:38])[C:22]=1[CH2:23][C:24]1[CH:25]=[CH:26][C:27]([C:30]2[CH:35]=[CH:34][CH:33]=[CH:32][C:31]=2[C:36]2[NH:3][C:4](=[O:7])[O:5][N:37]=2)=[CH:28][CH:29]=1)[CH2:14][CH2:15][CH3:16]. The yield is 0.470. (9) The reactants are [Br:1][C:2]1[CH:7]=[C:6](F)[C:5]([N+:9]([O-:11])=[O:10])=[CH:4][C:3]=1[F:12].O.[NH2:14][NH2:15]. The catalyst is C(O)C. The product is [Br:1][C:2]1[C:3]([F:12])=[CH:4][C:5]([N+:9]([O-:11])=[O:10])=[C:6]([NH:14][NH2:15])[CH:7]=1. The yield is 1.00.